Predict the reactants needed to synthesize the given product. From a dataset of Full USPTO retrosynthesis dataset with 1.9M reactions from patents (1976-2016). (1) Given the product [CH2:8]([O:10][C@H:11]1[CH2:15][N:14]([C:2]2[CH:7]=[CH:6][CH:5]=[CH:4][N:3]=2)[CH2:13][C@H:12]1[NH:16][C:17]1[C:22]([CH2:23][CH3:24])=[N:21][C:20]([C:25]2[C:26]([C:33]([F:36])([F:35])[F:34])=[N:27][C:28]([O:31][CH3:32])=[CH:29][CH:30]=2)=[C:19]([CH2:37][CH3:38])[N:18]=1)[CH3:9], predict the reactants needed to synthesize it. The reactants are: Br[C:2]1[CH:7]=[CH:6][CH:5]=[CH:4][N:3]=1.[CH2:8]([O:10][C@H:11]1[CH2:15][NH:14][CH2:13][C@H:12]1[NH:16][C:17]1[C:22]([CH2:23][CH3:24])=[N:21][C:20]([C:25]2[C:26]([C:33]([F:36])([F:35])[F:34])=[N:27][C:28]([O:31][CH3:32])=[CH:29][CH:30]=2)=[C:19]([CH2:37][CH3:38])[N:18]=1)[CH3:9]. (2) The reactants are: C[O-].[Na+].[ClH:4].[NH2:5][C:6]([NH2:8])=[NH:7].[Cl:9][C:10]([C:12]1[C:16]([CH3:17])=[C:15]([CH3:18])[N:14]([C:19]2[C:28]3[C:23](=[CH:24][CH:25]=[CH:26][CH:27]=3)[N:22]=[CH:21][CH:20]=2)[CH:13]=1)=[O:11].Cl. Given the product [ClH:9].[ClH:4].[NH:7]([C:10]([C:12]1[C:16]([CH3:17])=[C:15]([CH3:18])[N:14]([C:19]2[C:28]3[C:23](=[CH:24][CH:25]=[CH:26][CH:27]=3)[N:22]=[CH:21][CH:20]=2)[CH:13]=1)=[O:11])[C:6]([NH2:8])=[NH:5], predict the reactants needed to synthesize it. (3) Given the product [F:27][C:13]([F:12])([F:26])[C:14]1[CH:25]=[CH:24][C:17]2[S:18][C:1]([C:2]([Cl:4])=[O:3])=[CH:20][C:16]=2[CH:15]=1, predict the reactants needed to synthesize it. The reactants are: [C:1](Cl)(=O)[C:2]([Cl:4])=[O:3].CN(C)C=O.[F:12][C:13]([F:27])([F:26])[C:14]1[CH:25]=[CH:24][C:17]2[S:18]C(C(O)=O)=[CH:20][C:16]=2[CH:15]=1.